Dataset: Forward reaction prediction with 1.9M reactions from USPTO patents (1976-2016). Task: Predict the product of the given reaction. (1) The product is: [I:97][C:98]1[CH:99]=[C:100]([CH:108]=[CH:109][CH:110]=1)[CH2:101][N:102]1[CH2:103][CH2:104][O:105][CH2:106][CH2:107]1.[ClH:46].[ClH:46].[CH3:14][C:15]1[CH:20]=[CH:19][N:18]=[C:17]([NH:21][C:22]2[CH:27]=[CH:26][CH:25]=[C:24]([C:28]3[O:32][C:31]([C:33]4[CH:38]=[CH:37][CH:36]=[C:35]([CH2:39][N:40]5[CH2:45][CH2:44][O:43][CH2:42][CH2:41]5)[CH:34]=4)=[N:30][CH:29]=3)[N:23]=2)[CH:16]=1. Given the reactants IC1C=C(C=CC=1)CN1CCCC1.[CH3:14][C:15]1[CH:20]=[CH:19][N:18]=[C:17]([NH:21][C:22]2[CH:27]=[CH:26][CH:25]=[C:24]([C:28]3[O:32][C:31]([C:33]4[CH:38]=[CH:37][CH:36]=[C:35]([CH2:39][N:40]5[CH2:45][CH2:44][O:43][CH2:42][CH2:41]5)[CH:34]=4)=[N:30][CH:29]=3)[N:23]=2)[CH:16]=1.[ClH:46].CC1C=CN=C(NC2C=CC=C(C3OC(C4C=CC=C(CN5CCCC5)C=4)=NC=3)N=2)C=1.CC1C=CN=C(NC2C=CC=C(C3OC=NC=3)N=2)C=1.[I:97][C:98]1[CH:99]=[C:100]([CH:108]=[CH:109][CH:110]=1)[CH2:101][N:102]1[CH2:107][CH2:106][O:105][CH2:104][CH2:103]1.O(C(C)(C)C)[Li], predict the reaction product. (2) Given the reactants [Cl:1][C:2]1[CH:3]=[C:4]2[C:8](=[CH:9][CH:10]=1)[NH:7][C:6]([C:11]1[CH:16]=[CH:15][C:14]([Cl:17])=[CH:13][CH:12]=1)=[CH:5]2.[OH-].[Na+].CN(C)[CH:22]=[O:23], predict the reaction product. The product is: [Cl:1][C:2]1[CH:3]=[C:4]2[C:8](=[CH:9][CH:10]=1)[NH:7][C:6]([C:11]1[CH:16]=[CH:15][C:14]([Cl:17])=[CH:13][CH:12]=1)=[C:5]2[CH:22]=[O:23].